Dataset: Forward reaction prediction with 1.9M reactions from USPTO patents (1976-2016). Task: Predict the product of the given reaction. (1) Given the reactants [Cl:1][C:2]1[CH:3]=[C:4]2[C:8](=[CH:9][CH:10]=1)[NH:7][C:6]([C:11]([O:13][CH2:14][CH3:15])=[O:12])=[CH:5]2.CC1C=CC(S(O[CH2:27][CH2:28][CH2:29][CH2:30][S:31]([CH3:34])(=[O:33])=[O:32])(=O)=O)=CC=1.C(=O)([O-])[O-].[K+].[K+], predict the reaction product. The product is: [Cl:1][C:2]1[CH:3]=[C:4]2[C:8](=[CH:9][CH:10]=1)[N:7]([CH2:27][CH2:28][CH2:29][CH2:30][S:31]([CH3:34])(=[O:33])=[O:32])[C:6]([C:11]([O:13][CH2:14][CH3:15])=[O:12])=[CH:5]2. (2) Given the reactants [CH3:1][O:2][C:3]([C:5]1[N:6]=[N:7][N:8]([CH2:10][CH2:11][NH:12]C(OC(C)(C)C)=O)[CH:9]=1)=[O:4].O1CCOCC1.[ClH:26], predict the reaction product. The product is: [ClH:26].[CH3:1][O:2][C:3]([C:5]1[N:6]=[N:7][N:8]([CH2:10][CH2:11][NH2:12])[CH:9]=1)=[O:4]. (3) Given the reactants [CH3:1][N:2]([CH3:32])[C:3]1[N:12]=[C:11]([NH:13][CH2:14][C:15]2[CH:20]=[CH:19][C:18]([NH:21][C:22](=[O:30])[C:23]3[CH:28]=[CH:27][C:26]([F:29])=[CH:25][CH:24]=3)=[CH:17][CH:16]=2)[C:10]2[C:5](=[CH:6][CH:7]=[C:8](I)[CH:9]=2)[N:4]=1.[CH3:33][N:34]([CH3:38])[CH2:35][C:36]#[CH:37].C(N(CC)CC)C, predict the reaction product. The product is: [CH3:1][N:2]([CH3:32])[C:3]1[N:12]=[C:11]([NH:13][CH2:14][C:15]2[CH:20]=[CH:19][C:18]([NH:21][C:22](=[O:30])[C:23]3[CH:28]=[CH:27][C:26]([F:29])=[CH:25][CH:24]=3)=[CH:17][CH:16]=2)[C:10]2[C:5](=[CH:6][CH:7]=[C:8]([C:37]#[C:36][CH2:35][N:34]([CH3:38])[CH3:33])[CH:9]=2)[N:4]=1. (4) Given the reactants C[O:2][C:3](=[O:24])[CH2:4][C:5]1[CH:10]=[C:9]([O:11][CH3:12])[CH:8]=[CH:7][C:6]=1[C:13]([CH3:23])(O[Si](C)(C)C)[C:14]([F:17])([F:16])[F:15].[F-].C([N+](CCCC)(CCCC)CCCC)CCC.O, predict the reaction product. The product is: [CH3:12][O:11][C:9]1[CH:10]=[C:5]2[C:6](=[CH:7][CH:8]=1)[C:13]([CH3:23])([C:14]([F:15])([F:16])[F:17])[O:24][C:3](=[O:2])[CH2:4]2. (5) Given the reactants O[CH2:2][CH:3]([C:7]1[S:8][C:9]([C:12]2[C:13]3[CH:20]=[CH:19][N:18](COCC[Si](C)(C)C)[C:14]=3[N:15]=[CH:16][N:17]=2)=[CH:10][N:11]=1)[CH2:4][C:5]#[N:6].CS(Cl)(=O)=O.[C-:34]#[N:35].[Na+], predict the reaction product. The product is: [N:15]1[C:14]2[NH:18][CH:19]=[CH:20][C:13]=2[C:12]([C:9]2[S:8][C:7]([CH:3]([CH2:2][C:34]#[N:35])[CH2:4][C:5]#[N:6])=[N:11][CH:10]=2)=[N:17][CH:16]=1. (6) Given the reactants [H-].[Na+].[C:3]([O:7][C:8]([N:10]1[C@@H:14]([C@@H:15]([OH:41])[C@@H:16]([N:26]([CH2:34][C:35]2[CH:40]=[CH:39][CH:38]=[CH:37][CH:36]=2)[CH2:27][C:28]2[CH:33]=[CH:32][CH:31]=[CH:30][CH:29]=2)[CH2:17][C:18]2[CH:23]=[C:22]([F:24])[CH:21]=[C:20]([F:25])[CH:19]=2)[CH2:13][O:12][C:11]1([CH3:43])[CH3:42])=[O:9])([CH3:6])([CH3:5])[CH3:4].[CH2:44](Br)[C:45]1[CH:50]=[CH:49][CH:48]=[CH:47][CH:46]=1.[Cl-].[NH4+], predict the reaction product. The product is: [C:3]([O:7][C:8]([N:10]1[C@@H:14]([C@@H:15]([O:41][CH2:44][C:45]2[CH:50]=[CH:49][CH:48]=[CH:47][CH:46]=2)[C@@H:16]([N:26]([CH2:34][C:35]2[CH:40]=[CH:39][CH:38]=[CH:37][CH:36]=2)[CH2:27][C:28]2[CH:33]=[CH:32][CH:31]=[CH:30][CH:29]=2)[CH2:17][C:18]2[CH:23]=[C:22]([F:24])[CH:21]=[C:20]([F:25])[CH:19]=2)[CH2:13][O:12][C:11]1([CH3:43])[CH3:42])=[O:9])([CH3:6])([CH3:4])[CH3:5]. (7) Given the reactants C([N:8]1[C:16]2[C:11](=[CH:12][C:13]([CH2:20]Br)=[CH:14][C:15]=2[N+:17]([O-:19])=[O:18])[C:10]([Br:22])=[C:9]1[C:23]1[CH:28]=[CH:27][CH:26]=[CH:25][CH:24]=1)(OC(C)(C)C)=O.[NH:29]1[CH2:34][CH2:33][O:32][CH2:31][CH2:30]1, predict the reaction product. The product is: [Br:22][C:10]1[C:11]2[C:16](=[C:15]([N+:17]([O-:19])=[O:18])[CH:14]=[C:13]([CH2:20][N:29]3[CH2:34][CH2:33][O:32][CH2:31][CH2:30]3)[CH:12]=2)[NH:8][C:9]=1[C:23]1[CH:24]=[CH:25][CH:26]=[CH:27][CH:28]=1. (8) Given the reactants [N:1]1([CH2:6][C:7]([C:9]2[CH:14]=[CH:13][C:12]([C:15]([F:18])([F:17])[F:16])=[CH:11][N:10]=2)=[O:8])[CH:5]=[CH:4][CH:3]=[CH:2]1.[Cl:19][C:20]([Cl:25])([Cl:24])[C:21](Cl)=[O:22], predict the reaction product. The product is: [Cl:19][C:20]([Cl:25])([Cl:24])[C:21]([C:2]1[N:1]([CH2:6][C:7](=[O:8])[C:9]2[CH:14]=[CH:13][C:12]([C:15]([F:18])([F:16])[F:17])=[CH:11][N:10]=2)[CH:5]=[CH:4][CH:3]=1)=[O:22]. (9) The product is: [C:12]([C:10]1[N:9]([CH2:16][CH:17]2[CH2:22][O:21][CH2:20][CH2:19][O:18]2)[C:8]2[CH:23]=[CH:24][C:5]([N:4]([CH3:3])[S:48]([C:45]3[CH:44]=[CH:43][C:42]([NH:41][C:38](=[O:40])[CH3:39])=[CH:47][CH:46]=3)(=[O:50])=[O:49])=[CH:6][C:7]=2[N:11]=1)([CH3:13])([CH3:14])[CH3:15]. Given the reactants CO[C:3](=O)[NH:4][C:5]1[CH:24]=[CH:23][C:8]2[N:9]([CH2:16][CH:17]3[CH2:22][O:21][CH2:20][CH2:19][O:18]3)[C:10]([C:12]([CH3:15])([CH3:14])[CH3:13])=[N:11][C:7]=2[CH:6]=1.Cl.CCOCC.[H-].[H-].[H-].[H-].[Li+].[Al+3].[C:38]([NH:41][C:42]1[CH:47]=[CH:46][C:45]([S:48](Cl)(=[O:50])=[O:49])=[CH:44][CH:43]=1)(=[O:40])[CH3:39], predict the reaction product.